This data is from Forward reaction prediction with 1.9M reactions from USPTO patents (1976-2016). The task is: Predict the product of the given reaction. (1) Given the reactants C([O:3][C:4]([C:6]1[N:7]([C:19]2[CH:24]=[CH:23][CH:22]=[CH:21][N:20]=2)[N:8]=[C:9]([C:11]2[CH:16]=[CH:15][C:14]([O:17][CH3:18])=[CH:13][CH:12]=2)[CH:10]=1)=O)C.C(O)C.[CH2:28]([NH2:31])[CH2:29][CH3:30], predict the reaction product. The product is: [CH2:28]([NH:31][C:4]([C:6]1[N:7]([C:19]2[CH:24]=[CH:23][CH:22]=[CH:21][N:20]=2)[N:8]=[C:9]([C:11]2[CH:12]=[CH:13][C:14]([O:17][CH3:18])=[CH:15][CH:16]=2)[CH:10]=1)=[O:3])[CH2:29][CH3:30]. (2) The product is: [CH:2]1([NH:5][C:6]([C:8]2([N:11]([CH3:12])[C:33]([C:18]3[CH:17]=[C:16]4[C:15](=[CH:20][CH:19]=3)[N:14]([CH3:13])[C:26]3[CH2:21][CH2:22][CH:23]([CH:27]5[CH2:32][CH2:31][O:30][CH2:29][CH2:28]5)[CH2:24][C:25]4=3)=[O:34])[CH2:9][CH2:10]2)=[O:7])[CH2:4][CH2:3]1. Given the reactants [Cl-].[CH:2]1([NH:5][C:6]([C:8]2([NH2+:11][CH3:12])[CH2:10][CH2:9]2)=[O:7])[CH2:4][CH2:3]1.[CH3:13][N:14]1[C:26]2[CH2:25][CH2:24][CH:23]([CH:27]3[CH2:32][CH2:31][O:30][CH2:29][CH2:28]3)[CH2:22][C:21]=2[C:20]2[C:15]1=[CH:16][CH:17]=[C:18]([C:33](O)=[O:34])[CH:19]=2.CCN(C(C)C)C(C)C.CN(C(ON1N=NC2C=CC=NC1=2)=[N+](C)C)C.F[P-](F)(F)(F)(F)F, predict the reaction product. (3) The product is: [NH2:20][C:13]1[CH2:14][O:15][CH2:16][C:17]([F:19])([F:18])[C@@:11]2([C:4]3[C:5](=[CH:6][CH:7]=[C:2]([C:31]4[CH:32]=[N:33][CH:34]=[C:29]([CH:30]=4)[C:27]#[N:28])[CH:3]=3)[O:8][CH:9]([C:21]3[CH:26]=[CH:25][CH:24]=[CH:23][CH:22]=3)[CH2:10]2)[N:12]=1. Given the reactants Br[C:2]1[CH:3]=[C:4]2[C@@:11]3([C:17]([F:19])([F:18])[CH2:16][O:15][CH2:14][C:13]([NH2:20])=[N:12]3)[CH2:10][CH:9]([C:21]3[CH:26]=[CH:25][CH:24]=[CH:23][CH:22]=3)[O:8][C:5]2=[CH:6][CH:7]=1.[C:27]([C:29]1[CH:30]=[C:31](B(O)O)[CH:32]=[N:33][CH:34]=1)#[N:28], predict the reaction product.